Dataset: TCR-epitope binding with 47,182 pairs between 192 epitopes and 23,139 TCRs. Task: Binary Classification. Given a T-cell receptor sequence (or CDR3 region) and an epitope sequence, predict whether binding occurs between them. (1) The epitope is NLNESLIDL. The TCR CDR3 sequence is CASSSLSPYEQYF. Result: 0 (the TCR does not bind to the epitope). (2) The epitope is TPRVTGGGAM. The TCR CDR3 sequence is CASRGQGSSNEQFF. Result: 0 (the TCR does not bind to the epitope). (3) The epitope is YLKLTDNVYIK. The TCR CDR3 sequence is CASSLASGRSTEAFF. Result: 0 (the TCR does not bind to the epitope). (4) Result: 1 (the TCR binds to the epitope). The TCR CDR3 sequence is CASSGPGFGAYNEQFF. The epitope is TLVPQEHYV.